Dataset: Forward reaction prediction with 1.9M reactions from USPTO patents (1976-2016). Task: Predict the product of the given reaction. (1) Given the reactants [C:1]([O:5][C:6]([N:8]1[CH2:13][CH2:12][N:11]([CH2:14][C:15]2[CH:20]=[C:19]([NH2:21])[C:18]([C:22](=[O:37])[NH:23][CH2:24][C:25]3[CH:30]=[C:29]([Cl:31])[CH:28]=[CH:27][C:26]=3[S:32]([CH2:35][CH3:36])(=[O:34])=[O:33])=[CH:17][C:16]=2[Br:38])[CH2:10][CH2:9]1)=[O:7])([CH3:4])([CH3:3])[CH3:2].ClC1C(C2OCCO2)=C(OC(F)(F)F)C=C2C=1N[C:47](=[O:50])N(CC1C=C(Cl)C=CC=1S(CC)(=O)=O)C2=O, predict the reaction product. The product is: [C:1]([O:5][C:6]([N:8]1[CH2:9][CH2:10][N:11]([CH2:14][C:15]2[CH:20]=[C:19]3[C:18]([C:22](=[O:37])[N:23]([CH2:24][C:25]4[CH:30]=[C:29]([Cl:31])[CH:28]=[CH:27][C:26]=4[S:32]([CH2:35][CH3:36])(=[O:34])=[O:33])[C:47](=[O:50])[NH:21]3)=[CH:17][C:16]=2[Br:38])[CH2:12][CH2:13]1)=[O:7])([CH3:2])([CH3:4])[CH3:3]. (2) Given the reactants Br[CH2:2][CH2:3][CH2:4][Cl:5].C(=O)([O-])[O-].[K+].[K+].[CH3:12][CH:13]1[CH2:17][CH2:16][CH2:15][N:14]1[CH2:18][C:19]1[N:20]=[C:21]([C:24]2[CH:29]=[CH:28][C:27]([OH:30])=[CH:26][CH:25]=2)[O:22][CH:23]=1, predict the reaction product. The product is: [Cl:5][CH2:4][CH2:3][CH2:2][O:30][C:27]1[CH:28]=[CH:29][C:24]([C:21]2[O:22][CH:23]=[C:19]([CH2:18][N:14]3[CH2:15][CH2:16][CH2:17][CH:13]3[CH3:12])[N:20]=2)=[CH:25][CH:26]=1.